This data is from NCI-60 drug combinations with 297,098 pairs across 59 cell lines. The task is: Regression. Given two drug SMILES strings and cell line genomic features, predict the synergy score measuring deviation from expected non-interaction effect. (1) Drug 1: CCCCCOC(=O)NC1=NC(=O)N(C=C1F)C2C(C(C(O2)C)O)O. Drug 2: COCCOC1=C(C=C2C(=C1)C(=NC=N2)NC3=CC=CC(=C3)C#C)OCCOC.Cl. Cell line: MCF7. Synergy scores: CSS=-2.62, Synergy_ZIP=3.13, Synergy_Bliss=2.74, Synergy_Loewe=-2.09, Synergy_HSA=-2.71. (2) Drug 1: CC12CCC(CC1=CCC3C2CCC4(C3CC=C4C5=CN=CC=C5)C)O. Drug 2: C(CN)CNCCSP(=O)(O)O. Cell line: CAKI-1. Synergy scores: CSS=5.27, Synergy_ZIP=-1.35, Synergy_Bliss=-0.0713, Synergy_Loewe=-45.0, Synergy_HSA=0.257. (3) Drug 1: C1CCN(CC1)CCOC2=CC=C(C=C2)C(=O)C3=C(SC4=C3C=CC(=C4)O)C5=CC=C(C=C5)O. Drug 2: C1=CN(C=N1)CC(O)(P(=O)(O)O)P(=O)(O)O. Cell line: HT29. Synergy scores: CSS=-3.68, Synergy_ZIP=1.39, Synergy_Bliss=-2.45, Synergy_Loewe=-3.35, Synergy_HSA=-6.15. (4) Drug 1: C(=O)(N)NO. Drug 2: CCN(CC)CCCC(C)NC1=C2C=C(C=CC2=NC3=C1C=CC(=C3)Cl)OC. Cell line: SNB-75. Synergy scores: CSS=3.31, Synergy_ZIP=-2.98, Synergy_Bliss=-3.16, Synergy_Loewe=-3.47, Synergy_HSA=-1.94. (5) Drug 1: C1=CC(=CC=C1CC(C(=O)O)N)N(CCCl)CCCl.Cl. Drug 2: CS(=O)(=O)OCCCCOS(=O)(=O)C. Cell line: UACC62. Synergy scores: CSS=16.9, Synergy_ZIP=-3.85, Synergy_Bliss=1.21, Synergy_Loewe=-1.79, Synergy_HSA=1.49. (6) Cell line: NCI-H522. Drug 1: CCC1(C2=C(COC1=O)C(=O)N3CC4=CC5=C(C=CC(=C5CN(C)C)O)N=C4C3=C2)O.Cl. Synergy scores: CSS=42.9, Synergy_ZIP=-6.96, Synergy_Bliss=-3.59, Synergy_Loewe=2.01, Synergy_HSA=3.49. Drug 2: COCCOC1=C(C=C2C(=C1)C(=NC=N2)NC3=CC=CC(=C3)C#C)OCCOC.Cl.